This data is from Reaction yield outcomes from USPTO patents with 853,638 reactions. The task is: Predict the reaction yield, written as a fraction of the theoretical maximum amount of product (1.0 means a 100% yield; for example, 0.34 means a 34% yield). (1) The yield is 0.830. The reactants are [CH2:1]([N:8]1[C:12](=[O:13])[C:11](=[C:14]2[N:18]([CH3:19])[C:17]3[CH:20]=[CH:21][CH:22]=[CH:23][C:16]=3[S:15]2)[S:10][C:9]1=[S:24])[C:2]1[CH:7]=[CH:6][CH:5]=[CH:4][CH:3]=1.[C:25]1([CH3:36])[CH:30]=[CH:29][C:28]([S:31]([O:34]C)(=[O:33])=[O:32])=[CH:27][CH:26]=1.[CH3:37]N(C=O)C. The product is [C:25]1([CH3:36])[CH:26]=[CH:27][C:28]([S:31]([O-:34])(=[O:32])=[O:33])=[CH:29][CH:30]=1.[CH2:1]([N:8]1[C:12](=[O:13])[C:11](=[C:14]2[N:18]([CH3:19])[C:17]3[CH:20]=[CH:21][CH:22]=[CH:23][C:16]=3[S:15]2)[S:10][CH2+:9]1[S:24][CH3:37])[C:2]1[CH:7]=[CH:6][CH:5]=[CH:4][CH:3]=1. The catalyst is CC(C)=O. (2) The reactants are [CH3:1][NH:2][CH2:3][C:4]1[CH:9]=[CH:8][CH:7]=[CH:6][CH:5]=1.Cl[C:11]1[CH:16]=[N:15][CH:14]=[C:13]([Cl:17])[N:12]=1. No catalyst specified. The product is [CH2:3]([N:2]([CH3:1])[C:11]1[CH:16]=[N:15][CH:14]=[C:13]([Cl:17])[N:12]=1)[C:4]1[CH:9]=[CH:8][CH:7]=[CH:6][CH:5]=1. The yield is 0.700. (3) The reactants are [CH:1]([N:14]1[C:22]2[C:17](=[CH:18][CH:19]=[C:20]([Cl:23])[CH:21]=2)[CH:16]=[C:15]1[CH2:24][CH2:25][NH:26][S:27]([CH2:30][C:31]1[CH:36]=[CH:35][CH:34]=[CH:33][CH:32]=1)(=[O:29])=[O:28])([C:8]1[CH:13]=[CH:12][CH:11]=[CH:10][CH:9]=1)[C:2]1[CH:7]=[CH:6][CH:5]=[CH:4][CH:3]=1.[CH3:37][O:38][C:39](=[O:50])[C:40]1[CH:45]=[CH:44][C:43]([O:46][CH2:47][CH:48]=O)=[CH:42][CH:41]=1.C([SiH](CC)CC)C.C(O)(C(F)(F)F)=O. The catalyst is C(Cl)Cl. The product is [CH3:37][O:38][C:39](=[O:50])[C:40]1[CH:45]=[CH:44][C:43]([O:46][CH2:47][CH2:48][C:16]2[C:17]3[C:22](=[CH:21][C:20]([Cl:23])=[CH:19][CH:18]=3)[N:14]([CH:1]([C:2]3[CH:7]=[CH:6][CH:5]=[CH:4][CH:3]=3)[C:8]3[CH:9]=[CH:10][CH:11]=[CH:12][CH:13]=3)[C:15]=2[CH2:24][CH2:25][NH:26][S:27]([CH2:30][C:31]2[CH:36]=[CH:35][CH:34]=[CH:33][CH:32]=2)(=[O:29])=[O:28])=[CH:42][CH:41]=1. The yield is 0.350. (4) The reactants are Cl[C:2]1[N:7]=[C:6]([NH:8][C:9]2[CH:20]=[CH:19][CH:18]=[CH:17][C:10]=2[C:11]([NH:13][CH2:14][CH2:15][OH:16])=[O:12])[C:5]([Cl:21])=[CH:4][N:3]=1.[CH3:22][N:23]1[CH2:28][CH2:27][N:26]([C:29]2[CH:30]=[C:31]([CH:33]=[CH:34][CH:35]=2)[NH2:32])[CH2:25][CH2:24]1.Cl. The catalyst is C(O)(C)C. The product is [Cl:21][C:5]1[C:6]([NH:8][C:9]2[CH:20]=[CH:19][CH:18]=[CH:17][C:10]=2[C:11]([NH:13][CH2:14][CH2:15][OH:16])=[O:12])=[N:7][C:2]([NH:32][C:31]2[CH:33]=[CH:34][CH:35]=[C:29]([N:26]3[CH2:25][CH2:24][N:23]([CH3:22])[CH2:28][CH2:27]3)[CH:30]=2)=[N:3][CH:4]=1. The yield is 0.760.